From a dataset of Forward reaction prediction with 1.9M reactions from USPTO patents (1976-2016). Predict the product of the given reaction. The product is: [ClH:1].[ClH:1].[NH2:29][C@H:30]1[CH2:35][CH2:34][C@H:33]([NH:36][C:2]2[N:10]=[C:9]3[C:5]([N:6]=[CH:7][N:8]3[CH:11]3[CH2:15][CH2:14][CH2:13][CH2:12]3)=[C:4]([NH:16][CH2:17][CH2:18][NH:19][C:20](=[O:28])[C:21]3[CH:26]=[CH:25][C:24]([F:27])=[CH:23][CH:22]=3)[N:3]=2)[CH2:32][CH2:31]1. Given the reactants [Cl:1][C:2]1[N:10]=[C:9]2[C:5]([N:6]=[CH:7][N:8]2[CH:11]2[CH2:15][CH2:14][CH2:13][CH2:12]2)=[C:4]([NH:16][CH2:17][CH2:18][NH:19][C:20](=[O:28])[C:21]2[CH:26]=[CH:25][C:24]([F:27])=[CH:23][CH:22]=2)[N:3]=1.[NH2:29][C@H:30]1[CH2:35][CH2:34][C@H:33]([NH2:36])[CH2:32][CH2:31]1, predict the reaction product.